From a dataset of Catalyst prediction with 721,799 reactions and 888 catalyst types from USPTO. Predict which catalyst facilitates the given reaction. (1) Reactant: [CH3:1][O:2][C:3]([C:5]1[CH:6]=[C:7]([CH:11]=[C:12]([C:14]2[O:15][CH:16]=[CH:17][N:18]=2)[CH:13]=1)[C:8](O)=O)=[O:4].[BH4-].[Li+].C[Si](C=[N+]=[N-])(C)C.CCCCCC.CS(Cl)(=O)=O.C(N(CC)CC)C.[CH3:46][NH:47][CH2:48][CH2:49][CH2:50][CH3:51]. Product: [CH2:48]([N:47]([CH2:8][C:7]1[CH:6]=[C:5]([CH:13]=[C:12]([C:14]2[O:15][CH:16]=[CH:17][N:18]=2)[CH:11]=1)[C:3]([O:2][CH3:1])=[O:4])[CH3:46])[CH2:49][CH2:50][CH3:51]. The catalyst class is: 214. (2) Reactant: [CH2:1]([O:3][C:4]1[CH:9]=[CH:8][C:7]([C:10]2[CH:11]=[C:12]3[C:16](=[CH:17][CH:18]=2)[C:15](=[O:19])[O:14][CH2:13]3)=[C:6]([O:20]COC)[C:5]=1[O:24][CH3:25])[CH3:2].Cl. Product: [CH2:1]([O:3][C:4]1[CH:9]=[CH:8][C:7]([C:10]2[CH:11]=[C:12]3[C:16](=[CH:17][CH:18]=2)[C:15](=[O:19])[O:14][CH2:13]3)=[C:6]([OH:20])[C:5]=1[O:24][CH3:25])[CH3:2]. The catalyst class is: 5. (3) The catalyst class is: 103. Product: [CH:9]1([C:2]2[N:3]=[CH:4][C:5]([NH2:8])=[N:6][CH:7]=2)[CH2:11][CH2:10]1. Reactant: Br[C:2]1[N:3]=[CH:4][C:5]([NH2:8])=[N:6][CH:7]=1.[CH:9]1(B2OC(C)(C)C(C)(C)O2)[CH2:11][CH2:10]1.CC([O-])(C)C.[K+].O1CCOCC1. (4) Reactant: [NH:1]1[C:11]2[C:6](=[CH:7][CH:8]=[CH:9][CH:10]=2)[C:4](=[O:5])[C:2]1=[O:3].[H-].[Na+].Br[CH2:15][CH2:16][CH2:17][CH2:18][CH3:19]. Product: [CH2:15]([N:1]1[C:11]2[C:6](=[CH:7][CH:8]=[CH:9][CH:10]=2)[C:4](=[O:5])[C:2]1=[O:3])[CH2:16][CH2:17][CH2:18][CH3:19]. The catalyst class is: 9. (5) Product: [NH:26]1[C:30]2[CH:31]=[CH:32][C:33]([NH:35][C:2]3[C:11]4=[N:12][NH:13][CH:14]=[C:10]4[C:9]4[CH:8]=[CH:7][C:6]([O:24][CH3:25])=[CH:5][C:4]=4[N:3]=3)=[CH:34][C:29]=2[N:28]=[CH:27]1. The catalyst class is: 71. Reactant: Cl[C:2]1[C:11]2=[N:12][N:13](CC3C=CC(OC)=CC=3)[CH:14]=[C:10]2[C:9]2[CH:8]=[CH:7][C:6]([O:24][CH3:25])=[CH:5][C:4]=2[N:3]=1.[NH:26]1[C:30]2[CH:31]=[CH:32][C:33]([NH2:35])=[CH:34][C:29]=2[N:28]=[CH:27]1.Cl. (6) Reactant: C([N:14]1[CH2:17][C:16]([CH3:47])([O:18][C:19]2[CH:20]=[C:21]3[C:30](=[CH:31][C:32]=2[C:33]([F:36])([F:35])[F:34])[O:29][CH2:28][C:27]2[N:22]3[CH:23]([CH3:46])[C:24](=[O:45])[N:25]([CH2:37][O:38][CH2:39][CH2:40][Si:41]([CH3:44])([CH3:43])[CH3:42])[N:26]=2)[CH2:15]1)(C1C=CC=CC=1)C1C=CC=CC=1. Product: [CH3:46][CH:23]1[N:22]2[C:27]([CH2:28][O:29][C:30]3[C:21]2=[CH:20][C:19]([O:18][C:16]2([CH3:47])[CH2:15][NH:14][CH2:17]2)=[C:32]([C:33]([F:35])([F:34])[F:36])[CH:31]=3)=[N:26][N:25]([CH2:37][O:38][CH2:39][CH2:40][Si:41]([CH3:42])([CH3:44])[CH3:43])[C:24]1=[O:45]. The catalyst class is: 320. (7) Reactant: [CH2:1]([O:3][C:4]([C:6]1[CH:14]=[C:13]2[C:9]([CH:10]=[CH:11][N:12]2[C:15]([O:17][C:18]([CH3:21])([CH3:20])[CH3:19])=[O:16])=[C:8]([CH:22]=[CH:23][C:24]([OH:27])([CH3:26])[CH3:25])[CH:7]=1)=[O:5])[CH3:2]. Product: [CH2:1]([O:3][C:4]([C:6]1[CH:14]=[C:13]2[C:9]([CH:10]=[CH:11][N:12]2[C:15]([O:17][C:18]([CH3:19])([CH3:20])[CH3:21])=[O:16])=[C:8]([CH2:22][CH2:23][C:24]([OH:27])([CH3:26])[CH3:25])[CH:7]=1)=[O:5])[CH3:2]. The catalyst class is: 43.